From a dataset of Full USPTO retrosynthesis dataset with 1.9M reactions from patents (1976-2016). Predict the reactants needed to synthesize the given product. (1) The reactants are: Cl[S:2]([OH:5])(=[O:4])=[O:3].[C:6]([C:10]1[CH:15]=[C:14]([F:16])[CH:13]=[CH:12][C:11]=1S(O)(=O)=O)([CH3:9])([CH3:8])[CH3:7]. Given the product [C:6]([C:10]1[CH:11]=[CH:12][C:13]([S:2]([OH:5])(=[O:4])=[O:3])=[C:14]([F:16])[CH:15]=1)([CH3:9])([CH3:7])[CH3:8], predict the reactants needed to synthesize it. (2) The reactants are: [C:1]([O:5][C:6]([NH:8][C@H:9]([C:17]([OH:19])=O)[CH2:10][C:11]1[CH:12]=[N:13][CH:14]=[CH:15][CH:16]=1)=[O:7])([CH3:4])([CH3:3])[CH3:2].CCN(C(C)C)C(C)C.CCOC(C(C#N)=NOC(N1CCOCC1)=[N+](C)C)=O.F[P-](F)(F)(F)(F)F.Cl.[CH3:57][O:58][C:59]1[C:67]2[O:66][C:65]([CH3:69])([CH3:68])[CH2:64][C:63]=2[C:62]([C:70]2[CH2:71][C:72]([CH3:84])([CH3:83])[C:73](=[O:82])[N:74]([CH:76]3[CH2:81][CH2:80][NH:79][CH2:78][CH2:77]3)[N:75]=2)=[CH:61][CH:60]=1.C(=O)(O)[O-].[Na+]. Given the product [CH3:57][O:58][C:59]1[C:67]2[O:66][C:65]([CH3:68])([CH3:69])[CH2:64][C:63]=2[C:62]([C:70]2[CH2:71][C:72]([CH3:84])([CH3:83])[C:73](=[O:82])[N:74]([CH:76]3[CH2:81][CH2:80][N:79]([C:17](=[O:19])[C@@H:9]([NH:8][C:6](=[O:7])[O:5][C:1]([CH3:2])([CH3:3])[CH3:4])[CH2:10][C:11]4[CH:12]=[N:13][CH:14]=[CH:15][CH:16]=4)[CH2:78][CH2:77]3)[N:75]=2)=[CH:61][CH:60]=1, predict the reactants needed to synthesize it. (3) Given the product [CH2:1]([N:6]1[C:14]2[C:9](=[CH:10][CH:11]=[CH:12][CH:13]=2)[C:8]2[CH:15]=[C:16]([C:19]([N:22]3[CH2:27][CH2:26][CH2:25][CH2:24][CH2:23]3)=[O:21])[N:17]=[CH:18][C:7]1=2)[CH2:2][CH2:3][CH2:4][CH3:5], predict the reactants needed to synthesize it. The reactants are: [CH2:1]([N:6]1[C:14]2[C:9](=[CH:10][CH:11]=[CH:12][CH:13]=2)[C:8]2[CH:15]=[C:16]([C:19]([OH:21])=O)[N:17]=[CH:18][C:7]1=2)[CH2:2][CH2:3][CH2:4][CH3:5].[NH:22]1[CH2:27][CH2:26][CH2:25][CH2:24][CH2:23]1. (4) Given the product [Cl:15][C:16]1[CH:17]=[C:18]2[C:22](=[CH:23][CH:24]=1)[NH:21][C:20]([C:25]([NH:27][C@H:28]1[C:34](=[O:35])[NH:33][C:32]3[CH:36]=[CH:37][CH:38]=[CH:39][C:31]=3[O:30][CH2:29]1)=[O:26])=[CH:19]2, predict the reactants needed to synthesize it. The reactants are: Cl.N[C@H]1C(=O)NC2C=CC=CC=2OC1.[Cl:15][C:16]1[CH:17]=[C:18]2[C:22](=[CH:23][CH:24]=1)[NH:21][C:20]([C:25]([NH:27][C@@H:28]1[C:34](=[O:35])[NH:33][C:32]3[CH:36]=[CH:37][CH:38]=[CH:39][C:31]=3[O:30][CH2:29]1)=[O:26])=[CH:19]2.Cl.N[C@@H]1C(=O)NC2C=CC=CC=2OC1. (5) Given the product [C:1]([C:5]1[CH:10]=[CH:9][C:8]([S:11]([N:14]([C:15]2[CH:20]=[CH:19][CH:18]=[C:17]([N:21]([CH3:22])[CH3:23])[CH:16]=2)[CH2:24][C:25]([N:30]([CH2:28][CH3:29])[CH2:31][C:32]2[CH:37]=[CH:36][CH:35]=[C:34]([CH3:38])[N:33]=2)=[O:27])(=[O:12])=[O:13])=[CH:7][CH:6]=1)([CH3:3])([CH3:2])[CH3:4], predict the reactants needed to synthesize it. The reactants are: [C:1]([C:5]1[CH:10]=[CH:9][C:8]([S:11]([N:14]([CH2:24][C:25]([OH:27])=O)[C:15]2[CH:20]=[CH:19][CH:18]=[C:17]([N:21]([CH3:23])[CH3:22])[CH:16]=2)(=[O:13])=[O:12])=[CH:7][CH:6]=1)([CH3:4])([CH3:3])[CH3:2].[CH2:28]([NH:30][CH2:31][C:32]1[CH:37]=[CH:36][CH:35]=[C:34]([CH3:38])[N:33]=1)[CH3:29]. (6) Given the product [Br:1][C:2]1[N:3]=[CH:4][N:5]([C:7]2[CH:15]=[CH:14][C:10]([C:11]([O:13][CH3:18])=[O:12])=[CH:9][C:8]=2[O:16][CH3:17])[CH:6]=1, predict the reactants needed to synthesize it. The reactants are: [Br:1][C:2]1[N:3]=[CH:4][N:5]([C:7]2[CH:15]=[CH:14][C:10]([C:11]([OH:13])=[O:12])=[CH:9][C:8]=2[O:16][CH3:17])[CH:6]=1.[CH3:18][Si](C=[N+]=[N-])(C)C. (7) Given the product [CH3:1][C:2]([N:10]1[CH:14]=[C:13]([NH:15][C:16](=[O:22])[CH:17]([NH:21][CH:28]2[CH2:27][C:26]3[C:30](=[CH:31][CH:32]=[C:24]([Cl:23])[CH:25]=3)[CH2:29]2)[CH2:18][CH2:19][CH3:20])[N:12]=[CH:11]1)([CH3:9])[CH2:3][N:4]1[CH2:8][CH2:7][CH2:6][CH2:5]1, predict the reactants needed to synthesize it. The reactants are: [CH3:1][C:2]([N:10]1[CH:14]=[C:13]([NH:15][C:16](=[O:22])[CH:17]([NH2:21])[CH2:18][CH2:19][CH3:20])[N:12]=[CH:11]1)([CH3:9])[CH2:3][N:4]1[CH2:8][CH2:7][CH2:6][CH2:5]1.[Cl:23][C:24]1[CH:25]=[C:26]2[C:30](=[CH:31][CH:32]=1)[CH2:29][C:28](=O)[CH2:27]2. (8) Given the product [Cl:18][C:19]1[CH:20]=[CH:21][C:22]2[N:23]([CH:25]=[C:26]([C:28]([N:13]3[CH2:12][CH2:11][CH:10]([C:5]4[CH:6]=[CH:7][CH:8]=[CH:9][C:4]=4[C:3]([F:2])([F:16])[F:17])[CH2:15][CH2:14]3)=[O:29])[N:27]=2)[N:24]=1, predict the reactants needed to synthesize it. The reactants are: Cl.[F:2][C:3]([F:17])([F:16])[C:4]1[CH:9]=[CH:8][CH:7]=[CH:6][C:5]=1[CH:10]1[CH2:15][CH2:14][NH:13][CH2:12][CH2:11]1.[Cl:18][C:19]1[CH:20]=[CH:21][C:22]2[N:23]([CH:25]=[C:26]([C:28](OCC)=[O:29])[N:27]=2)[N:24]=1. (9) Given the product [Cl:17][C:14]1[CH:15]=[CH:16][C:11]([CH2:10][CH2:9][OH:8])=[C:12]([C@H:18]([C:20]2[CH:24]=[C:23]([CH:25]3[O:29][CH2:28][CH2:27][O:26]3)[S:22][C:21]=2[CH3:30])[OH:19])[CH:13]=1, predict the reactants needed to synthesize it. The reactants are: [Si]([O:8][CH2:9][CH2:10][C:11]1[CH:16]=[CH:15][C:14]([Cl:17])=[CH:13][C:12]=1[C@H:18]([C:20]1[CH:24]=[C:23]([CH:25]2[O:29][CH2:28][CH2:27][O:26]2)[S:22][C:21]=1[CH3:30])[OH:19])(C(C)(C)C)(C)C. (10) Given the product [Cl:8][C:7]1[C:2]([N:20]([CH2:19][CH:13]2[CH2:18][CH2:17][CH2:16][CH2:15][CH2:14]2)[S:21]([C:24]2[CH:33]=[CH:32][C:27]([C:28]([O:30][CH3:31])=[O:29])=[CH:26][CH:25]=2)(=[O:23])=[O:22])=[N:3][CH:4]=[C:5]([C:9]([F:12])([F:11])[F:10])[CH:6]=1, predict the reactants needed to synthesize it. The reactants are: Cl[C:2]1[C:7]([Cl:8])=[CH:6][C:5]([C:9]([F:12])([F:11])[F:10])=[CH:4][N:3]=1.[CH:13]1([CH2:19][NH:20][S:21]([C:24]2[CH:33]=[CH:32][C:27]([C:28]([O:30][CH3:31])=[O:29])=[CH:26][CH:25]=2)(=[O:23])=[O:22])[CH2:18][CH2:17][CH2:16][CH2:15][CH2:14]1.